Predict the product of the given reaction. From a dataset of Forward reaction prediction with 1.9M reactions from USPTO patents (1976-2016). (1) The product is: [CH2:16]([O:15][C:11]1[CH:10]=[CH:9][C:8]2[N:7]3[CH2:23][CH2:24][CH2:25][NH:26][C:4](=[O:5])[C:6]3=[CH:14][C:13]=2[CH:12]=1)[C:17]1[CH:22]=[CH:21][CH:20]=[CH:19][CH:18]=1. Given the reactants C(O[C:4]([C:6]1[N:7]([CH2:23][CH2:24][CH2:25][NH2:26])[C:8]2[C:13]([CH:14]=1)=[CH:12][C:11]([O:15][CH2:16][C:17]1[CH:22]=[CH:21][CH:20]=[CH:19][CH:18]=1)=[CH:10][CH:9]=2)=[O:5])C.[H-].[Na+], predict the reaction product. (2) Given the reactants [CH3:1][S:2]([C:5]1[CH:12]=[CH:11][C:8]([CH:9]=O)=[CH:7][CH:6]=1)(=[O:4])=[O:3].[Br-].[CH3:14][O:15][C:16]1[CH:17]=[C:18]([CH:39]=[CH:40][C:41]=1[O:42][CH3:43])[CH2:19][P+](C1C=CC=CC=1)(C1C=CC=CC=1)C1C=CC=CC=1.[O-]CC.[Li+], predict the reaction product. The product is: [CH3:14][O:15][C:16]1[CH:17]=[C:18]([CH:19]=[CH:9][C:8]2[CH:11]=[CH:12][C:5]([S:2]([CH3:1])(=[O:4])=[O:3])=[CH:6][CH:7]=2)[CH:39]=[CH:40][C:41]=1[O:42][CH3:43]. (3) Given the reactants [C:1]([C:5]1[CH:19]=[CH:18][C:8]([O:9]CC(OC(C)(C)C)=O)=[CH:7][C:6]=1[F:20])([CH3:4])([CH3:3])[CH3:2].FC(F)(F)C(O)=O.O1CCCC1, predict the reaction product. The product is: [C:1]([C:5]1[CH:19]=[CH:18][C:8]([OH:9])=[CH:7][C:6]=1[F:20])([CH3:4])([CH3:2])[CH3:3].